Dataset: Reaction yield outcomes from USPTO patents with 853,638 reactions. Task: Predict the reaction yield, written as a fraction of the theoretical maximum amount of product (1.0 means a 100% yield; for example, 0.34 means a 34% yield). (1) The reactants are C(OC(=O)[NH:7][C:8]1[CH:13]=[CH:12][C:11]([C:14]2[N:15]=[N:16][NH:17][C:18]=2[C:19]#[N:20])=[CH:10][C:9]=1/[CH:21]=[CH:22]/[C:23]1[CH:28]=[CH:27][CH:26]=[C:25]([C:29]([F:32])([F:31])[F:30])[CH:24]=1)(C)(C)C.C(O)(C(F)(F)F)=O. The catalyst is C(Cl)Cl. The product is [NH2:7][C:8]1[CH:13]=[CH:12][C:11]([C:14]2[N:15]=[N:16][NH:17][C:18]=2[C:19]#[N:20])=[CH:10][C:9]=1/[CH:21]=[CH:22]/[C:23]1[CH:28]=[CH:27][CH:26]=[C:25]([C:29]([F:32])([F:31])[F:30])[CH:24]=1. The yield is 0.510. (2) The reactants are [CH3:1][C:2]1[O:6][N:5]=[C:4]([C:7]2[CH:12]=[CH:11][CH:10]=[CH:9][CH:8]=2)[C:3]=1[C:13]([NH:15][NH2:16])=[O:14].[F:17][C:18]1[CH:26]=[C:25]([F:27])[CH:24]=[CH:23][C:19]=1[C:20](O)=O. No catalyst specified. The product is [F:17][C:18]1[CH:26]=[C:25]([F:27])[CH:24]=[CH:23][C:19]=1[C:20]1[O:14][C:13]([C:3]2[C:4]([C:7]3[CH:12]=[CH:11][CH:10]=[CH:9][CH:8]=3)=[N:5][O:6][C:2]=2[CH3:1])=[N:15][N:16]=1. The yield is 0.640. (3) The reactants are [O:1]=[C:2]1[C:10]2[C:5](=[CH:6][CH:7]=[CH:8][CH:9]=2)[C:4](=[O:11])[N:3]1[CH2:12][CH2:13][CH2:14][C:15]1[CH:16]=[C:17]([CH:20]=[CH:21][CH:22]=1)[CH:18]=O.[Br-].[Cl:24][C:25]1[CH:26]=[C:27]([CH:48]=[CH:49][CH:50]=1)[CH2:28][P+](C1C=CC=CC=1)(C1C=CC=CC=1)C1C=CC=CC=1. No catalyst specified. The product is [Cl:24][C:25]1[CH:26]=[C:27]([CH:48]=[CH:49][CH:50]=1)/[CH:28]=[CH:18]/[C:17]1[CH:16]=[C:15]([CH2:14][CH2:13][CH2:12][N:3]2[C:2](=[O:1])[C:10]3[C:9](=[CH:8][CH:7]=[CH:6][CH:5]=3)[C:4]2=[O:11])[CH:22]=[CH:21][CH:20]=1.[Cl:24][C:25]1[CH:26]=[C:27]([CH:48]=[CH:49][CH:50]=1)/[CH:28]=[CH:18]\[C:17]1[CH:16]=[C:15]([CH2:14][CH2:13][CH2:12][N:3]2[C:2](=[O:1])[C:10]3[C:9](=[CH:8][CH:7]=[CH:6][CH:5]=3)[C:4]2=[O:11])[CH:22]=[CH:21][CH:20]=1. The yield is 0.300. (4) The reactants are [F:1][C:2]1[CH:7]=[C:6]([F:8])[CH:5]=[CH:4][C:3]=1[N:9]1[C:13]([C:14]2[S:23][C:22]3[C:21]4[N:24]=[C:25]([N:28]5[CH2:33][CH2:32][NH:31][CH2:30][CH2:29]5)[CH:26]=[CH:27][C:20]=4[O:19][CH2:18][CH2:17][C:16]=3[CH:15]=2)=[N:12][CH:11]=[N:10]1.CCN(C(C)C)C(C)C.[CH3:43][S:44](Cl)(=[O:46])=[O:45].C(Cl)Cl.CCOC(C)=O. The catalyst is C1COCC1. The product is [F:1][C:2]1[CH:7]=[C:6]([F:8])[CH:5]=[CH:4][C:3]=1[N:9]1[C:13]([C:14]2[S:23][C:22]3[C:21]4[N:24]=[C:25]([N:28]5[CH2:29][CH2:30][N:31]([S:44]([CH3:43])(=[O:46])=[O:45])[CH2:32][CH2:33]5)[CH:26]=[CH:27][C:20]=4[O:19][CH2:18][CH2:17][C:16]=3[CH:15]=2)=[N:12][CH:11]=[N:10]1. The yield is 0.260. (5) The reactants are [NH2:1][C:2]1[N:3]=[CH:4][C:5]([C:8]2[C:9]([F:19])=[C:10]([OH:18])[C:11]([CH:14]3[CH2:17][CH2:16][CH2:15]3)=[CH:12][CH:13]=2)=[N:6][CH:7]=1.Cl[C:21]1[CH:26]=[C:25]([CH3:27])[N:24]=[C:23]([NH2:28])[N:22]=1.C([O-])([O-])=O.[K+].[K+].C1OCCOCCOCCOCCOCCOC1. The catalyst is CS(C)=O. The product is [NH2:1][C:2]1[N:3]=[CH:4][C:5]([C:8]2[C:9]([F:19])=[C:10]([C:11]([CH:14]3[CH2:15][CH2:16][CH2:17]3)=[CH:12][CH:13]=2)[O:18][C:21]2[CH:26]=[C:25]([CH3:27])[N:24]=[C:23]([NH2:28])[N:22]=2)=[N:6][CH:7]=1. The yield is 0.160. (6) The catalyst is O. The yield is 0.879. The product is [N+:6]([C:9]1[CH:10]=[CH:11][C:12]([C@@H:15]2[CH2:17][C@H:16]2[C:18]([O:5][CH3:4])=[O:19])=[CH:13][CH:14]=1)([O-:8])=[O:7]. The reactants are CN([CH:4]=[O:5])C.[N+:6]([C:9]1[CH:14]=[CH:13][C:12]([C@@H:15]2[CH2:17][C@H:16]2[C:18](O)=[O:19])=[CH:11][CH:10]=1)([O-:8])=[O:7].C([O-])([O-])=O.[K+].[K+].CI.